From a dataset of Forward reaction prediction with 1.9M reactions from USPTO patents (1976-2016). Predict the product of the given reaction. (1) The product is: [CH2:14]([NH:13][CH2:12][CH2:11][N:10]1[C:6]2[CH:5]=[CH:4][N:3]=[C:2]([NH2:1])[C:7]=2[N:8]=[C:9]1[S:19][C:21]1[C:29]([N+:30]([O-:32])=[O:31])=[CH:28][C:24]2[O:25][CH2:26][O:27][C:23]=2[CH:22]=1)[C:15]([CH3:16])([CH3:18])[CH3:17]. Given the reactants [NH2:1][C:2]1[C:7]2[NH:8][C:9](=[S:19])[N:10]([CH2:11][CH2:12][NH:13][CH2:14][C:15]([CH3:18])([CH3:17])[CH3:16])[C:6]=2[CH:5]=[CH:4][N:3]=1.I[C:21]1[C:29]([N+:30]([O-:32])=[O:31])=[CH:28][C:24]2[O:25][CH2:26][O:27][C:23]=2[CH:22]=1.O(C(C)(C)C)[Na].C(NCCN1C2C=CN=C(N)C=2N=C1SC1C(C=C)=CC2OCOC=2C=1)C(C)(C)C, predict the reaction product. (2) The product is: [CH2:17]([O:24][C:25]1[CH:30]=[C:29]([C:2]2[CH:16]=[CH:15][C:5]([CH2:6][NH:7][C:8](=[O:14])[O:9][C:10]([CH3:13])([CH3:12])[CH3:11])=[CH:4][CH:3]=2)[CH:28]=[CH:27][CH:26]=1)[C:18]1[CH:23]=[CH:22][CH:21]=[CH:20][CH:19]=1. Given the reactants Br[C:2]1[CH:16]=[CH:15][C:5]([CH2:6][NH:7][C:8](=[O:14])[O:9][C:10]([CH3:13])([CH3:12])[CH3:11])=[CH:4][CH:3]=1.[CH2:17]([O:24][C:25]1[CH:26]=[C:27](B(O)O)[CH:28]=[CH:29][CH:30]=1)[C:18]1[CH:23]=[CH:22][CH:21]=[CH:20][CH:19]=1.C(=O)([O-])[O-].[Na+].[Na+].O, predict the reaction product. (3) Given the reactants [NH2:1][C:2]1[CH:7]=[CH:6][CH:5]=[CH:4][C:3]=1[NH:8][C:9]([NH:11][C:12]1[CH:17]=[CH:16][C:15]([F:18])=[CH:14][CH:13]=1)=[O:10].N1C=CC=CC=1.[C:25]1([CH3:35])[CH:30]=[CH:29][C:28]([S:31](Cl)(=[O:33])=[O:32])=[CH:27][CH:26]=1, predict the reaction product. The product is: [F:18][C:15]1[CH:16]=[CH:17][C:12]([NH:11][C:9](=[O:10])[NH:8][C:3]2[CH:4]=[CH:5][CH:6]=[CH:7][C:2]=2[NH:1][S:31]([C:28]2[CH:29]=[CH:30][C:25]([CH3:35])=[CH:26][CH:27]=2)(=[O:33])=[O:32])=[CH:13][CH:14]=1. (4) Given the reactants [NH2:1][C@@H:2]1[CH2:6][CH2:5][CH2:4][C@@H:3]1[NH:7][C:8]1[C:13]([Cl:14])=[CH:12][N:11]=[C:10]([NH:15][C:16]2[CH:30]=[CH:29][C:19]3[CH2:20][CH2:21][N:22]([CH2:25][CH2:26][O:27][CH3:28])[CH2:23][CH2:24][C:18]=3[CH:17]=2)[N:9]=1.CCN(CC)CC.[CH3:38][S:39](Cl)(=[O:41])=[O:40], predict the reaction product. The product is: [Cl:14][C:13]1[C:8]([NH:7][C@H:3]2[CH2:4][CH2:5][CH2:6][C@H:2]2[NH:1][S:39]([CH3:38])(=[O:41])=[O:40])=[N:9][C:10]([NH:15][C:16]2[CH:30]=[CH:29][C:19]3[CH2:20][CH2:21][N:22]([CH2:25][CH2:26][O:27][CH3:28])[CH2:23][CH2:24][C:18]=3[CH:17]=2)=[N:11][CH:12]=1.